Dataset: NCI-60 drug combinations with 297,098 pairs across 59 cell lines. Task: Regression. Given two drug SMILES strings and cell line genomic features, predict the synergy score measuring deviation from expected non-interaction effect. (1) Drug 1: C1C(C(OC1N2C=NC3=C(N=C(N=C32)Cl)N)CO)O. Drug 2: C(CC(=O)O)C(=O)CN.Cl. Cell line: HS 578T. Synergy scores: CSS=5.66, Synergy_ZIP=-3.87, Synergy_Bliss=-0.156, Synergy_Loewe=-2.66, Synergy_HSA=-0.598. (2) Drug 1: CC1=C2C(C(=O)C3(C(CC4C(C3C(C(C2(C)C)(CC1OC(=O)C(C(C5=CC=CC=C5)NC(=O)OC(C)(C)C)O)O)OC(=O)C6=CC=CC=C6)(CO4)OC(=O)C)OC)C)OC. Synergy scores: CSS=74.2, Synergy_ZIP=18.7, Synergy_Bliss=19.8, Synergy_Loewe=-33.7, Synergy_HSA=16.4. Drug 2: CC1=C(C=C(C=C1)C(=O)NC2=CC(=CC(=C2)C(F)(F)F)N3C=C(N=C3)C)NC4=NC=CC(=N4)C5=CN=CC=C5. Cell line: CCRF-CEM. (3) Drug 1: C1CCC(C1)C(CC#N)N2C=C(C=N2)C3=C4C=CNC4=NC=N3. Drug 2: C1=NNC2=C1C(=O)NC=N2. Cell line: HCT116. Synergy scores: CSS=6.08, Synergy_ZIP=-0.474, Synergy_Bliss=0.748, Synergy_Loewe=-1.05, Synergy_HSA=-1.18. (4) Drug 1: C1=CC=C(C(=C1)C(C2=CC=C(C=C2)Cl)C(Cl)Cl)Cl. Drug 2: C1CN(CCN1C(=O)CCBr)C(=O)CCBr. Cell line: RPMI-8226. Synergy scores: CSS=32.2, Synergy_ZIP=-6.67, Synergy_Bliss=-2.57, Synergy_Loewe=-4.62, Synergy_HSA=-0.621.